From a dataset of Drug-target binding data from BindingDB using IC50 measurements. Regression. Given a target protein amino acid sequence and a drug SMILES string, predict the binding affinity score between them. We predict pIC50 (pIC50 = -log10(IC50 in M); higher means more potent). Dataset: bindingdb_ic50. The drug is CSC[C@H](NC(=O)[C@H](Cc1ccccc1)OC(=O)N1CCC(N)CC1)C(=O)N[C@@H](CC1CCCCC1)[C@@H](O)CCSc1nccs1. The target protein (P00791) has sequence MKWLLLLSLVVLSECLVKVPLVRKKSLRQNLIKNGKLKDFLKTHKHNPASKYFPEAAALIGDEPLENYLDTEYFGTIGIGTPAQDFTVIFDTGSSNLWVPSVYCSSLACSDHNQFNPDDSSTFEATSQELSITYGTGSMTGILGYDTVQVGGISDTNQIFGLSETEPGSFLYYAPFDGILGLAYPSISASGATPVFDNLWDQGLVSQDLFSVYLSSNDDSGSVVLLGGIDSSYYTGSLNWVPVSVEGYWQITLDSITMDGETIACSGGCQAIVDTGTSLLTGPTSAIANIQSDIGASENSDGEMVISCSSIDSLPDIVFTINGVQYPLSPSAYILQDDDSCTSGFEGMDVPTSSGELWILGDVFIRQYYTVFDRANNKVGLAPVA. The pIC50 is 5.3.